From a dataset of Full USPTO retrosynthesis dataset with 1.9M reactions from patents (1976-2016). Predict the reactants needed to synthesize the given product. (1) Given the product [C:1]1([C:20]2[CH:25]=[CH:24][CH:23]=[CH:22][CH:21]=2)[CH:6]=[CH:5][CH:4]=[CH:3][C:2]=1[CH2:7][N:8]1[CH2:13][CH2:12][N:11]([CH2:14][C:15]([NH:26][NH2:27])=[O:17])[CH2:10][CH2:9]1, predict the reactants needed to synthesize it. The reactants are: [C:1]1([C:20]2[CH:25]=[CH:24][CH:23]=[CH:22][CH:21]=2)[CH:6]=[CH:5][CH:4]=[CH:3][C:2]=1[CH2:7][N:8]1[CH2:13][CH2:12][N:11]([CH2:14][C:15]([O:17]CC)=O)[CH2:10][CH2:9]1.[NH2:26][NH2:27]. (2) Given the product [CH:1]([CH2:3][SiH:4]([O:33][C:14](=[O:32])[CH2:15][CH2:16][CH2:17][CH2:18][CH2:19][CH2:20][CH2:21][CH2:22][CH2:23][CH2:24][CH2:25][CH2:26][CH2:27][CH2:28][CH2:29][CH2:12][CH3:13])[O:32][C:14](=[O:33])[CH2:15][CH2:16][CH2:17][CH2:18][CH2:19][CH2:20][CH2:21][CH2:22][CH2:23][CH2:24][CH2:25][CH2:26][CH2:27][CH2:28][CH2:29][CH2:30][CH3:31])=[CH2:2], predict the reactants needed to synthesize it. The reactants are: [CH:1]([CH2:3][SiH:4](Cl)Cl)=[CH2:2].C(N([CH2:12][CH3:13])CC)C.[C:14]([OH:33])(=[O:32])[CH2:15][CH2:16][CH2:17][CH2:18][CH2:19][CH2:20][CH2:21][CH2:22][CH2:23][CH2:24][CH2:25][CH2:26][CH2:27][CH2:28][CH2:29][CH2:30][CH3:31]. (3) Given the product [CH:29]1[C:30]2[C:34]3[CH:35]=[CH:36][CH:37]=[CH:38][C:33]=3[S:32][C:31]=2[C:26]([N:17]2[C:16]3[CH:15]=[CH:14][C:13]([B:41]([OH:42])[OH:40])=[CH:25][C:24]=3[C:23]3[C:18]2=[CH:19][CH:20]=[CH:21][CH:22]=3)=[CH:27][CH:28]=1, predict the reactants needed to synthesize it. The reactants are: [Li]CCCC.CCCCCC.Br[C:13]1[CH:14]=[CH:15][C:16]2[N:17]([C:26]3[C:31]4[S:32][C:33]5[CH:38]=[CH:37][CH:36]=[CH:35][C:34]=5[C:30]=4[CH:29]=[CH:28][CH:27]=3)[C:18]3[C:23]([C:24]=2[CH:25]=1)=[CH:22][CH:21]=[CH:20][CH:19]=3.C[O:40][B:41](OC)[O:42]C.Cl. (4) Given the product [C:13]([NH:8][C:7]1[CH:9]=[CH:10][C:4]([O:3][C:2]([F:11])([F:12])[F:1])=[CH:5][CH:6]=1)([O:14][C:15]([CH3:18])([CH3:17])[CH3:16])=[O:19], predict the reactants needed to synthesize it. The reactants are: [F:1][C:2]([F:12])([F:11])[O:3][C:4]1[CH:10]=[CH:9][C:7]([NH2:8])=[CH:6][CH:5]=1.[C:13](=O)([O:19]C(C)(C)C)[O:14][C:15]([CH3:18])([CH3:17])[CH3:16].[OH-].[Na+].